Dataset: Forward reaction prediction with 1.9M reactions from USPTO patents (1976-2016). Task: Predict the product of the given reaction. Given the reactants [OH:1][C@@H:2]1[CH2:6][N:5]([CH2:7][CH2:8][N:9]2[C:14](=[O:15])[CH:13]=[N:12][C:11]3[CH:16]=[CH:17][C:18]([O:20][CH3:21])=[N:19][C:10]2=3)[CH2:4][C@@H:3]1[CH2:22][NH:23]C(=O)OCC1C=CC=CC=1, predict the reaction product. The product is: [NH2:23][CH2:22][C@@H:3]1[C@H:2]([OH:1])[CH2:6][N:5]([CH2:7][CH2:8][N:9]2[C:14](=[O:15])[CH:13]=[N:12][C:11]3[CH:16]=[CH:17][C:18]([O:20][CH3:21])=[N:19][C:10]2=3)[CH2:4]1.